From a dataset of Reaction yield outcomes from USPTO patents with 853,638 reactions. Predict the reaction yield, written as a fraction of the theoretical maximum amount of product (1.0 means a 100% yield; for example, 0.34 means a 34% yield). (1) The reactants are [C:1]([NH:6][C:7]1[NH:8][C:9](=[O:31])[C:10]2[N:11]=[CH:12][N:13]([C:29]=2[N:30]=1)[C@@H:14]1[O:28][C@H:18]([CH2:19][O:20][Si:21]([C:24]([CH3:27])([CH3:26])[CH3:25])([CH3:23])[CH3:22])[C@@H:16]([OH:17])[CH2:15]1)(=[O:5])[CH:2]([CH3:4])[CH3:3].C(O)(=O)C.C(OC(=O)C)(=O)C.C([O-])([O-])=O.[K+].[K+].[CH3:49][S:50]([CH3:52])=O. No catalyst specified. The product is [C:1]([NH:6][C:7]1[NH:8][C:9](=[O:31])[C:10]2[N:11]=[CH:12][N:13]([C:29]=2[N:30]=1)[C@@H:14]1[O:28][C@H:18]([CH2:19][O:20][Si:21]([C:24]([CH3:26])([CH3:25])[CH3:27])([CH3:23])[CH3:22])[C@@H:16]([O:17][CH2:49][S:50][CH3:52])[CH2:15]1)(=[O:5])[CH:2]([CH3:4])[CH3:3]. The yield is 0.690. (2) The reactants are [CH2:1]([O:8][C:9]([NH:11][CH2:12][CH2:13][CH2:14][CH2:15][CH:16]([O:27][PH:28]([OH:30])=[O:29])[C:17]([O:19][CH2:20][C:21]1[CH:26]=[CH:25][CH:24]=[CH:23][CH:22]=1)=[O:18])=[O:10])[C:2]1[CH:7]=[CH:6][CH:5]=[CH:4][CH:3]=1.[CH2:31](O)[C:32]1[CH:37]=[CH:36][CH:35]=[CH:34][CH:33]=1.C(Cl)(=O)C(C)(C)C.[Cl-].[NH4+]. The catalyst is C(#N)C.N1C=CC=CC=1. The product is [CH2:1]([O:8][C:9]([NH:11][CH2:12][CH2:13][CH2:14][CH2:15][CH:16]([O:27][PH:28]([O:30][CH2:31][C:32]1[CH:37]=[CH:36][CH:35]=[CH:34][CH:33]=1)=[O:29])[C:17]([O:19][CH2:20][C:21]1[CH:26]=[CH:25][CH:24]=[CH:23][CH:22]=1)=[O:18])=[O:10])[C:2]1[CH:7]=[CH:6][CH:5]=[CH:4][CH:3]=1. The yield is 0.680. (3) The reactants are ClC([O:4][CH2:5]C)=O.[C:7]([O:11][C:12]([N:14]1[CH2:19][CH2:18][C:17]([CH3:23])(C(O)=O)[CH2:16][CH2:15]1)=[O:13])([CH3:10])([CH3:9])[CH3:8].C([N:26](CC)CC)C.[N-]=[N+]=[N-].[Na+]. The catalyst is O1CCCC1. The product is [N:26]([C:17]1([CH3:23])[CH2:16][CH2:15][N:14]([C:12]([O:11][C:7]([CH3:8])([CH3:9])[CH3:10])=[O:13])[CH2:19][CH2:18]1)=[C:5]=[O:4]. The yield is 0.220. (4) The reactants are [NH2:1][C:2]1[N:7]=[CH:6][N:5]=[C:4]2[N:8]([CH:19]([C:21]3[O:22][C:23](=[O:36])[C:24]4[C:29]([C:30]=3[C:31]3[S:35][CH:34]=[N:33][CH:32]=3)=[CH:28][CH:27]=[CH:26][CH:25]=4)[CH3:20])[N:9]=[C:10]([C:11]3[CH:16]=[C:15]([OH:17])[CH:14]=[C:13]([F:18])[CH:12]=3)[C:3]=12.N1C=CN=C1.[CH3:42][C:43]([Si:46](Cl)([CH3:48])[CH3:47])([CH3:45])[CH3:44]. The catalyst is CN(C=O)C. The product is [NH2:1][C:2]1[N:7]=[CH:6][N:5]=[C:4]2[N:8]([CH:19]([C:21]3[O:22][C:23](=[O:36])[C:24]4[C:29]([C:30]=3[C:31]3[S:35][CH:34]=[N:33][CH:32]=3)=[CH:28][CH:27]=[CH:26][CH:25]=4)[CH3:20])[N:9]=[C:10]([C:11]3[CH:12]=[C:13]([F:18])[CH:14]=[C:15]([O:17][Si:46]([C:43]([CH3:45])([CH3:44])[CH3:42])([CH3:48])[CH3:47])[CH:16]=3)[C:3]=12. The yield is 0.658. (5) The reactants are [CH:1]([N:4]1[C:8]([C:9]2[N:18]=[C:17]3[N:11]([CH2:12][CH2:13][O:14][C:15]4[CH:22]=[C:21](O)[N:20]=[CH:19][C:16]=43)[CH:10]=2)=[N:7][CH:6]=[N:5]1)([CH3:3])[CH3:2].[CH2:24]1[C@@H:28]([C:29]([NH2:31])=[O:30])[NH:27][CH2:26][C@H:25]1[F:32].Cl.CCN(C(C)C)C(C)C. No catalyst specified. The product is [F:32][C@@H:25]1[CH2:26][N:27]([C:21]2[N:20]=[CH:19][C:16]3[C:17]4[N:11]([CH:10]=[C:9]([C:8]5[N:4]([CH:1]([CH3:2])[CH3:3])[N:5]=[CH:6][N:7]=5)[N:18]=4)[CH2:12][CH2:13][O:14][C:15]=3[CH:22]=2)[C@H:28]([C:29]([NH2:31])=[O:30])[CH2:24]1. The yield is 0.220.